Dataset: Full USPTO retrosynthesis dataset with 1.9M reactions from patents (1976-2016). Task: Predict the reactants needed to synthesize the given product. (1) Given the product [CH3:1][N:2]1[C:6]([CH3:7])=[C:5]([C:8]([OH:19])=[O:9])[C:4](=[O:10])[N:3]1[C:11]1[CH:16]=[CH:15][CH:14]=[CH:13][CH:12]=1, predict the reactants needed to synthesize it. The reactants are: [CH3:1][N:2]1[C:6]([CH3:7])=[C:5]([CH:8]=[O:9])[C:4](=[O:10])[N:3]1[C:11]1[CH:16]=[CH:15][CH:14]=[CH:13][CH:12]=1.S(=O)(=O)([OH:19])N.Cl([O-])=O.[Na+].[OH-].[Na+]. (2) Given the product [CH2:20]([NH:27][C:6]1[CH:5]=[C:4]([CH3:12])[N:3]=[C:2]([Cl:1])[C:7]=1[N+:8]([O-:10])=[O:9])[C:21]1[CH:26]=[CH:25][CH:24]=[CH:23][CH:22]=1, predict the reactants needed to synthesize it. The reactants are: [Cl:1][C:2]1[C:7]([N+:8]([O-:10])=[O:9])=[C:6](Cl)[CH:5]=[C:4]([CH3:12])[N:3]=1.C(N(CC)CC)C.[CH2:20]([NH2:27])[C:21]1[CH:26]=[CH:25][CH:24]=[CH:23][CH:22]=1. (3) Given the product [F:53][C:49]1[CH:50]=[CH:51][CH:52]=[C:44]([NH:43][C:26]2[C:27]3[CH:32]=[CH:31][N:30]([S:33]([C:36]4[CH:41]=[CH:40][C:39]([CH3:42])=[CH:38][CH:37]=4)(=[O:35])=[O:34])[C:28]=3[N:29]=[C:24]([NH:12][C:11]3[CH:10]=[C:9]4[C:5]([CH2:6][CH2:7][N:8]4[S:13]([C:16]4[CH:21]=[CH:20][C:19]([CH3:22])=[CH:18][CH:17]=4)(=[O:14])=[O:15])=[CH:4][C:3]=3[O:2][CH3:1])[N:25]=2)[C:45]=1[C:46]([NH2:48])=[O:47], predict the reactants needed to synthesize it. The reactants are: [CH3:1][O:2][C:3]1[CH:4]=[C:5]2[C:9](=[CH:10][C:11]=1[NH2:12])[N:8]([S:13]([C:16]1[CH:21]=[CH:20][C:19]([CH3:22])=[CH:18][CH:17]=1)(=[O:15])=[O:14])[CH2:7][CH2:6]2.Cl[C:24]1[N:25]=[C:26]([NH:43][C:44]2[CH:52]=[CH:51][CH:50]=[C:49]([F:53])[C:45]=2[C:46]([NH2:48])=[O:47])[C:27]2[CH:32]=[CH:31][N:30]([S:33]([C:36]3[CH:41]=[CH:40][C:39]([CH3:42])=[CH:38][CH:37]=3)(=[O:35])=[O:34])[C:28]=2[N:29]=1.Cl.O1CCOCC1. (4) Given the product [Cl:7][C:8]1[CH:13]=[C:12]([SH:14])[CH:11]=[CH:10][C:9]=1[O:18][S:19]([CH3:22])(=[O:21])=[O:20], predict the reactants needed to synthesize it. The reactants are: II.C(O)(=O)C.[Cl:7][C:8]1[CH:13]=[C:12]([S:14](Cl)(=O)=O)[CH:11]=[CH:10][C:9]=1[O:18][S:19]([CH3:22])(=[O:21])=[O:20]. (5) Given the product [Cl:8][C:6]1[CH:5]=[C:4]([CH:9]([CH3:26])[C:10]([NH:12][C:13]2[CH:18]=[CH:17][C:16]([C:19]3[CH:24]=[CH:23][N:22]=[C:21]([CH3:25])[CH:20]=3)=[CH:15][CH:14]=2)=[O:11])[CH:3]=[C:2]([C:33]2[CH:32]=[N:31][N:30]([CH:27]3[CH2:29][CH2:28]3)[CH:34]=2)[CH:7]=1, predict the reactants needed to synthesize it. The reactants are: Br[C:2]1[CH:3]=[C:4]([CH:9]([CH3:26])[C:10]([NH:12][C:13]2[CH:18]=[CH:17][C:16]([C:19]3[CH:24]=[CH:23][N:22]=[C:21]([CH3:25])[CH:20]=3)=[CH:15][CH:14]=2)=[O:11])[CH:5]=[C:6]([Cl:8])[CH:7]=1.[CH:27]1([N:30]2[CH:34]=[C:33](B3OC(C)(C)C(C)(C)O3)[CH:32]=[N:31]2)[CH2:29][CH2:28]1.C(=O)([O-])[O-].[Na+].[Na+]. (6) The reactants are: FC(F)(F)C(O)=O.C(OC([N:15]1[CH2:20][CH2:19][C:18]([C:29](=[O:41])[NH:30][CH2:31][CH2:32][C:33]2[CH:38]=[CH:37][C:36]([CH2:39][CH3:40])=[CH:35][CH:34]=2)([CH2:21][C:22]2[CH:27]=[CH:26][CH:25]=[CH:24][C:23]=2[F:28])[CH2:17][CH2:16]1)=O)(C)(C)C. Given the product [CH2:39]([C:36]1[CH:37]=[CH:38][C:33]([CH2:32][CH2:31][NH:30][C:29]([C:18]2([CH2:21][C:22]3[CH:27]=[CH:26][CH:25]=[CH:24][C:23]=3[F:28])[CH2:17][CH2:16][NH:15][CH2:20][CH2:19]2)=[O:41])=[CH:34][CH:35]=1)[CH3:40], predict the reactants needed to synthesize it.